Dataset: Reaction yield outcomes from USPTO patents with 853,638 reactions. Task: Predict the reaction yield, written as a fraction of the theoretical maximum amount of product (1.0 means a 100% yield; for example, 0.34 means a 34% yield). The reactants are [Cl:1][C:2]1[CH:11]=[C:10]2[C:5]([C:6]([OH:19])=[C:7]([C:13]3[O:17][N:16]=[C:15]([CH3:18])[CH:14]=3)[C:8](=[O:12])[NH:9]2)=[CH:4][C:3]=1I.CC1(C)C(C)(C)OB([C:29]2[CH:34]=[CH:33][C:32]([C:35]3[N:36]=[C:37]([NH:40][C:41](=[O:43])[CH3:42])[S:38][CH:39]=3)=[CH:31][CH:30]=2)O1.C(=O)([O-])[O-].[Cs+].[Cs+]. The catalyst is O1CCOCC1.O.C1C=CC([P]([Pd]([P](C2C=CC=CC=2)(C2C=CC=CC=2)C2C=CC=CC=2)([P](C2C=CC=CC=2)(C2C=CC=CC=2)C2C=CC=CC=2)[P](C2C=CC=CC=2)(C2C=CC=CC=2)C2C=CC=CC=2)(C2C=CC=CC=2)C2C=CC=CC=2)=CC=1. The product is [Cl:1][C:2]1[CH:11]=[C:10]2[C:5]([C:6]([OH:19])=[C:7]([C:13]3[O:17][N:16]=[C:15]([CH3:18])[CH:14]=3)[C:8](=[O:12])[NH:9]2)=[CH:4][C:3]=1[C:29]1[CH:30]=[CH:31][C:32]([C:35]2[N:36]=[C:37]([NH:40][C:41](=[O:43])[CH3:42])[S:38][CH:39]=2)=[CH:33][CH:34]=1. The yield is 0.850.